This data is from Full USPTO retrosynthesis dataset with 1.9M reactions from patents (1976-2016). The task is: Predict the reactants needed to synthesize the given product. (1) Given the product [CH2:12]([C:7]1[C:6]([CH2:16][NH:17][C:18](=[O:24])[O:19][C:20]([CH3:23])([CH3:21])[CH3:22])=[C:5]([C:25]2[CH:26]=[CH:27][C:28]([CH3:31])=[CH:29][CH:30]=2)[C:4]2[C:9](=[CH:10][CH:11]=[C:2]([O:1][CH2:40][C:41]3[N:42]=[C:43]([CH3:46])[S:44][CH:45]=3)[CH:3]=2)[N:8]=1)[CH:13]([CH3:15])[CH3:14], predict the reactants needed to synthesize it. The reactants are: [OH:1][C:2]1[CH:3]=[C:4]2[C:9](=[CH:10][CH:11]=1)[N:8]=[C:7]([CH2:12][CH:13]([CH3:15])[CH3:14])[C:6]([CH2:16][NH:17][C:18](=[O:24])[O:19][C:20]([CH3:23])([CH3:22])[CH3:21])=[C:5]2[C:25]1[CH:30]=[CH:29][C:28]([CH3:31])=[CH:27][CH:26]=1.C(=O)([O-])[O-].[K+].[K+].Cl.Cl[CH2:40][C:41]1[N:42]=[C:43]([CH3:46])[S:44][CH:45]=1.C(N(CC)CC)C. (2) The reactants are: [Cl:1][CH2:2][O:3][C:4](Cl)=[O:5].[CH:7]([OH:10])([CH3:9])[CH3:8].N1C=CC=CC=1. Given the product [C:4](=[O:5])([O:10][CH:7]([CH3:9])[CH3:8])[O:3][CH2:2][Cl:1], predict the reactants needed to synthesize it.